This data is from Reaction yield outcomes from USPTO patents with 853,638 reactions. The task is: Predict the reaction yield, written as a fraction of the theoretical maximum amount of product (1.0 means a 100% yield; for example, 0.34 means a 34% yield). (1) The reactants are [F:1][C:2]1[CH:3]=[C:4]([CH:9]=[C:10]([OH:14])[C:11]=1[O:12][CH3:13])[C:5]([O:7][CH3:8])=[O:6].C(=O)([O-])[O-].[Cs+].[Cs+].[CH2:21](Br)[C:22]1[CH:27]=[CH:26][CH:25]=[CH:24][CH:23]=1. The catalyst is CN(C=O)C. The product is [F:1][C:2]1[CH:3]=[C:4]([CH:9]=[C:10]([O:14][CH2:21][C:22]2[CH:27]=[CH:26][CH:25]=[CH:24][CH:23]=2)[C:11]=1[O:12][CH3:13])[C:5]([O:7][CH3:8])=[O:6]. The yield is 0.670. (2) The reactants are [S:1]1[C:5]2[CH:6]=[CH:7][C:8]([NH:10][C:11]3[C:20]4[C:15](=[CH:16][CH:17]=[C:18]([S:21][C:22]([CH3:28])([CH3:27])[C:23]([O:25]C)=[O:24])[CH:19]=4)[N:14]=[CH:13][CH:12]=3)=[CH:9][C:4]=2[N:3]=[CH:2]1.[Li+].[OH-]. The catalyst is C1COCC1.O. The product is [S:1]1[C:5]2[CH:6]=[CH:7][C:8]([NH:10][C:11]3[C:20]4[C:15](=[CH:16][CH:17]=[C:18]([S:21][C:22]([CH3:28])([CH3:27])[C:23]([OH:25])=[O:24])[CH:19]=4)[N:14]=[CH:13][CH:12]=3)=[CH:9][C:4]=2[N:3]=[CH:2]1. The yield is 0.980. (3) The reactants are [CH3:1][C:2]1[CH:9]=[C:8]([CH3:10])[CH:7]=[CH:6][C:3]=1[CH2:4][NH2:5].[C:11]([CH2:13][C:14](O)=[O:15])#[N:12].CCN=C=NCCCN(C)C.Cl.Cl. The catalyst is CN(C=O)C.CCOC(C)=O. The product is [C:11]([CH2:13][C:14]([NH:5][CH2:4][C:3]1[CH:6]=[CH:7][C:8]([CH3:10])=[CH:9][C:2]=1[CH3:1])=[O:15])#[N:12]. The yield is 0.820. (4) The reactants are [CH2:1]([O:4][C:5]1[CH:12]=[CH:11][C:8]([CH:9]=O)=[CH:7][CH:6]=1)[CH2:2][CH3:3].[CH3:13][C:14]([C:16]1[CH:21]=[C:20]([O:22][CH3:23])[C:19]([O:24][CH3:25])=[C:18]([O:26][CH3:27])[CH:17]=1)=[O:15].[OH-].[Na+]. The catalyst is CO. The product is [CH2:1]([O:4][C:5]1[CH:12]=[CH:11][C:8](/[CH:9]=[CH:13]/[C:14]([C:16]2[CH:17]=[C:18]([O:26][CH3:27])[C:19]([O:24][CH3:25])=[C:20]([O:22][CH3:23])[CH:21]=2)=[O:15])=[CH:7][CH:6]=1)[CH2:2][CH3:3]. The yield is 0.270. (5) The reactants are [C:1]([O:5][C:6](=[O:43])[N:7]([CH2:11][CH2:12][O:13][C:14]1[C:15]([C:35]2[CH:40]=[CH:39][C:38]([S:41][CH3:42])=[CH:37][CH:36]=2)=[N:16][C:17]([C:20]2[NH:29][C:28](=[O:30])[C:27]3[C:22](=[CH:23][C:24]([O:33][CH3:34])=[CH:25][C:26]=3[O:31][CH3:32])[N:21]=2)=[CH:18][CH:19]=1)[CH:8]([CH3:10])[CH3:9])([CH3:4])([CH3:3])[CH3:2].ClC1C=CC=C(C(OO)=[O:52])C=1. The catalyst is ClCCl. The product is [C:1]([O:5][C:6](=[O:43])[N:7]([CH2:11][CH2:12][O:13][C:14]1[C:15]([C:35]2[CH:40]=[CH:39][C:38]([S:41]([CH3:42])=[O:52])=[CH:37][CH:36]=2)=[N:16][C:17]([C:20]2[NH:29][C:28](=[O:30])[C:27]3[C:22](=[CH:23][C:24]([O:33][CH3:34])=[CH:25][C:26]=3[O:31][CH3:32])[N:21]=2)=[CH:18][CH:19]=1)[CH:8]([CH3:10])[CH3:9])([CH3:2])([CH3:3])[CH3:4]. The yield is 0.720. (6) The reactants are [Cl:1][C:2]1[CH:3]=[C:4]([CH:20]=[CH:21][CH:22]=1)[C:5]([C@@H:7]1[CH2:12][CH2:11][CH2:10][N:9]([C:13]([O:15][C:16]([CH3:19])([CH3:18])[CH3:17])=[O:14])[CH2:8]1)=[O:6].[C:23]([Si:27]([O:30][CH2:31][CH2:32][CH2:33][CH2:34]Cl)([CH3:29])[CH3:28])([CH3:26])([CH3:25])[CH3:24]. The catalyst is C1COCC1. The product is [Si:27]([O:30][CH2:31][CH2:32][CH2:33][CH2:34][C@:5]([C@@H:7]1[CH2:12][CH2:11][CH2:10][N:9]([C:13]([O:15][C:16]([CH3:18])([CH3:19])[CH3:17])=[O:14])[CH2:8]1)([C:4]1[CH:20]=[CH:21][CH:22]=[C:2]([Cl:1])[CH:3]=1)[OH:6])([C:23]([CH3:24])([CH3:25])[CH3:26])([CH3:28])[CH3:29]. The yield is 0.650. (7) The reactants are [F:1][CH:2]([F:25])[O:3][CH2:4][C@@H:5]([NH:17][C:18](=O)[O:19]C(C)(C)C)[C:6]([NH:8][CH2:9][C:10]1[CH:15]=[CH:14][C:13]([F:16])=[CH:12][CH:11]=1)=[O:7].F[C:27](F)(F)C(O)=O. The catalyst is ClCCl. The product is [C:18]([NH:17][C@H:5]([CH2:4][O:3][CH:2]([F:25])[F:1])[C:6]([NH:8][CH2:9][C:10]1[CH:15]=[CH:14][C:13]([F:16])=[CH:12][CH:11]=1)=[O:7])(=[O:19])[CH3:27]. The yield is 0.657. (8) The reactants are Br[C:2]1[CH:10]=[CH:9][C:5]([C:6]([OH:8])=[O:7])=[C:4]([CH3:11])[CH:3]=1.[Li]CCCC.CN([CH:20]=[O:21])C. The catalyst is C1COCC1. The product is [CH:20]([C:2]1[CH:10]=[CH:9][C:5]([C:6]([OH:8])=[O:7])=[C:4]([CH3:11])[CH:3]=1)=[O:21]. The yield is 0.400. (9) The reactants are [CH3:1][O:2][C:3]([CH2:5]P(OC)(OC)=O)=[O:4].[Cl-].[Li+].N12CN=CC1CCCC2.[C:23]([O:27][C:28]([N:30]1[CH2:35][CH2:34][C:33]([CH:38]2[CH2:43][CH2:42][CH2:41][CH2:40][CH2:39]2)([CH:36]=O)[CH2:32][CH2:31]1)=[O:29])([CH3:26])([CH3:25])[CH3:24]. The catalyst is C(#N)C. The product is [C:23]([O:27][C:28]([N:30]1[CH2:35][CH2:34][C:33]([CH:38]2[CH2:39][CH2:40][CH2:41][CH2:42][CH2:43]2)([CH:36]=[CH:5][C:3]([O:2][CH3:1])=[O:4])[CH2:32][CH2:31]1)=[O:29])([CH3:24])([CH3:25])[CH3:26]. The yield is 0.860. (10) The reactants are [C:1]([NH:5][C:6]([C:8]1[C:16]2[C:11](=[N:12][CH:13]=[C:14]([C:17]3[C:25]4[C:20](=[CH:21][CH:22]=[C:23]([O:26][CH:27]([F:29])[F:28])[CH:24]=4)[N:19]([CH2:30][CH:31]4[CH2:34][N:33](C(OC(C)(C)C)=O)[CH2:32]4)[N:18]=3)[N:15]=2)[N:10](COCC[Si](C)(C)C)[CH:9]=1)=[O:7])([CH3:4])([CH3:3])[CH3:2].FC(F)(F)C(O)=O. The catalyst is ClCCl. The product is [C:1]([NH:5][C:6]([C:8]1[C:16]2[C:11](=[N:12][CH:13]=[C:14]([C:17]3[C:25]4[C:20](=[CH:21][CH:22]=[C:23]([O:26][CH:27]([F:28])[F:29])[CH:24]=4)[N:19]([CH2:30][CH:31]4[CH2:32][NH:33][CH2:34]4)[N:18]=3)[N:15]=2)[NH:10][CH:9]=1)=[O:7])([CH3:4])([CH3:2])[CH3:3]. The yield is 0.410.